From a dataset of CYP2C9 inhibition data for predicting drug metabolism from PubChem BioAssay. Regression/Classification. Given a drug SMILES string, predict its absorption, distribution, metabolism, or excretion properties. Task type varies by dataset: regression for continuous measurements (e.g., permeability, clearance, half-life) or binary classification for categorical outcomes (e.g., BBB penetration, CYP inhibition). Dataset: cyp2c9_veith. (1) The drug is CN1CCN(c2ccnc(-c3ccoc3)n2)CC1. The result is 0 (non-inhibitor). (2) The molecule is c1ccc(-c2csc(N3CCc4ccccc4C3)n2)cc1. The result is 1 (inhibitor). (3) The drug is C/C(=C\C(=O)c1ccccc1)Nc1ccc(Br)c(Cl)c1. The result is 1 (inhibitor). (4) The molecule is Cc1ccc(C(=O)COC(=O)CNC(=O)Cc2ccccc2)cc1[N+](=O)[O-]. The result is 1 (inhibitor). (5) The compound is COC(=O)CNC(=O)CCCCC(=O)NCC(=O)OC. The result is 0 (non-inhibitor). (6) The drug is COCC(C)n1c(C)cc(C(=O)CSc2nnc(Nc3ccccc3F)s2)c1C. The result is 1 (inhibitor).